Task: Predict the reactants needed to synthesize the given product.. Dataset: Full USPTO retrosynthesis dataset with 1.9M reactions from patents (1976-2016) (1) Given the product [CH3:1][CH:2]([CH3:7])/[CH:3]=[CH:4]/[CH2:5][O:6][C:25](=[O:26])[CH:24]([C:14]1[CH:15]=[CH:16][C:17]([CH2:18][CH2:19][C:20]([CH3:22])([CH3:21])[CH3:23])=[C:12]([Cl:11])[CH:13]=1)[CH3:28], predict the reactants needed to synthesize it. The reactants are: [CH3:1][CH:2]([CH3:7])/[CH:3]=[CH:4]/[CH2:5][OH:6].ClCCl.[Cl:11][C:12]1[CH:13]=[C:14]([CH:24]([CH3:28])[C:25](O)=[O:26])[CH:15]=[CH:16][C:17]=1[CH2:18][CH2:19][C:20]([CH3:23])([CH3:22])[CH3:21].Cl.C(N=C=NCCCN(C)C)C.Cl. (2) Given the product [Cl:33][CH2:34][CH2:35][NH:36][C:37](=[O:38])[O:32][CH:24]1[CH2:23][CH2:22][CH2:21][N:20]([C:18](=[O:19])[C:14]2[CH:13]=[CH:12][C:11]([NH:10][C:8](=[O:9])[C:7]3[CH:6]=[CH:5][CH:4]=[CH:3][C:2]=3[CH3:1])=[CH:16][C:15]=2[CH3:17])[C:26]2[CH:27]=[CH:28][C:29]([Cl:31])=[CH:30][C:25]1=2, predict the reactants needed to synthesize it. The reactants are: [CH3:1][C:2]1[CH:3]=[CH:4][CH:5]=[CH:6][C:7]=1[C:8]([NH:10][C:11]1[CH:12]=[CH:13][C:14]([C:18]([N:20]2[C:26]3[CH:27]=[CH:28][C:29]([Cl:31])=[CH:30][C:25]=3[CH:24]([OH:32])[CH2:23][CH2:22][CH2:21]2)=[O:19])=[C:15]([CH3:17])[CH:16]=1)=[O:9].[Cl:33][CH2:34][CH2:35][N:36]=[C:37]=[O:38]. (3) Given the product [CH2:1]([O:8][C:9]1[N:10]=[N:11][C:12]([C:23]#[C:24][C:26]2[CH:31]=[CH:30][C:29]([C:32]([F:33])([F:35])[F:34])=[C:28]([CH3:36])[CH:27]=2)=[CH:13][C:14]=1[O:15][CH2:16][C:17]1[CH:22]=[CH:21][CH:20]=[CH:19][CH:18]=1)[C:2]1[CH:3]=[CH:4][CH:5]=[CH:6][CH:7]=1, predict the reactants needed to synthesize it. The reactants are: [CH2:1]([O:8][C:9]1[N:10]=[N:11][C:12]([C:23]#[CH:24])=[CH:13][C:14]=1[O:15][CH2:16][C:17]1[CH:22]=[CH:21][CH:20]=[CH:19][CH:18]=1)[C:2]1[CH:7]=[CH:6][CH:5]=[CH:4][CH:3]=1.Br[C:26]1[CH:31]=[CH:30][C:29]([C:32]([F:35])([F:34])[F:33])=[C:28]([CH3:36])[CH:27]=1.N1(C2CCCCCCCCCC2)CCCN=CCCCCC1. (4) Given the product [F:23][C:20]1[CH:19]=[CH:18][C:17]([N:14]2[CH2:15][CH2:16][N:11]3[N:10]=[C:9]([OH:8])[CH:25]=[C:12]3[C:13]2=[O:24])=[CH:22][CH:21]=1, predict the reactants needed to synthesize it. The reactants are: C([O:8][C:9]1[CH:25]=[C:12]2[C:13](=[O:24])[N:14]([C:17]3[CH:22]=[CH:21][C:20]([F:23])=[CH:19][CH:18]=3)[CH2:15][CH2:16][N:11]2[N:10]=1)C1C=CC=CC=1. (5) Given the product [CH3:1][N:2]1[CH2:7][CH2:6][CH:5]([NH:8][C:9](=[O:33])/[C:10](/[CH2:21][O:22][C:23]2[C:32]3[C:27](=[CH:28][CH:29]=[CH:30][CH:31]=3)[CH:26]=[CH:25][CH:24]=2)=[CH:11]/[C:12]2[CH:13]=[CH:14][C:15]([C:16]([NH:53][O:52][CH:47]3[CH2:48][CH2:49][CH2:50][CH2:51][O:46]3)=[O:17])=[CH:19][CH:20]=2)[CH2:4][CH2:3]1, predict the reactants needed to synthesize it. The reactants are: [CH3:1][N:2]1[CH2:7][CH2:6][CH:5]([NH:8][C:9](=[O:33])/[C:10](/[CH2:21][O:22][C:23]2[C:32]3[C:27](=[CH:28][CH:29]=[CH:30][CH:31]=3)[CH:26]=[CH:25][CH:24]=2)=[CH:11]/[C:12]2[CH:20]=[CH:19][C:15]([C:16](O)=[O:17])=[CH:14][CH:13]=2)[CH2:4][CH2:3]1.Cl.C(N=C=NCCCN(C)C)C.[O:46]1[CH2:51][CH2:50][CH2:49][CH2:48][CH:47]1[O:52][NH2:53].C(=O)([O-])[O-].[K+].[K+]. (6) Given the product [Br:1][C:2]1[CH:7]=[CH:6][C:5]([N:8]2[CH2:13][CH2:12][NH:11][C:9]2=[O:10])=[C:4]([Cl:15])[CH:3]=1, predict the reactants needed to synthesize it. The reactants are: [Br:1][C:2]1[CH:7]=[CH:6][C:5]([NH:8][C:9]([NH:11][CH2:12][CH2:13]Cl)=[O:10])=[C:4]([Cl:15])[CH:3]=1.[H-].[Na+]. (7) Given the product [Br:61][CH2:55][CH2:54][CH2:53][CH2:52][CH2:51][C@H:49]1[CH2:50][C@@:30]2([CH2:31][O:32][SiH:33]([CH3:35])[CH3:34])[C@@H:36]([CH2:37][CH2:38][C@@H:29]2[C:25]([CH3:26])([CH3:28])[CH3:27])[C@@:39]2([CH:59]=[CH2:60])[C@H:48]1[C:47]1[CH:46]=[CH:45][C:44]([O:57][CH3:58])=[CH:43][C:42]=1[CH2:41][CH2:40]2, predict the reactants needed to synthesize it. The reactants are: C1(P(C2C=CC=CC=2)C2C=CC=CC=2)C=CC=CC=1.N1C=CN=C1.[C:25]([C@H:29]1[CH2:38][CH2:37][C@H:36]2[C@@:39]3([CH:59]=[CH2:60])[C@H:48]([C@@H:49]([CH2:51][CH2:52][CH2:53][CH2:54][CH2:55]O)[CH2:50][C@:30]12[CH2:31][O:32][SiH:33]([CH3:35])[CH3:34])[C:47]1[CH:46]=[CH:45][C:44]([O:57][CH3:58])=[CH:43][C:42]=1[CH2:41][CH2:40]3)([CH3:28])([CH3:27])[CH3:26].[Br:61]C(Br)(Br)Br. (8) Given the product [CH3:19][C:13]1([CH3:20])[C@H:14]([C:16]([N:27]2[CH2:22][CH2:21][CH2:26][CH2:25]2)=[O:18])[CH2:15][C@@H:12]1[NH:11][C:9](=[O:10])[O:8][CH2:1][C:2]1[CH:3]=[CH:4][CH:5]=[CH:6][CH:7]=1, predict the reactants needed to synthesize it. The reactants are: [CH2:1]([O:8][C:9]([NH:11][C@H:12]1[CH2:15][C@@H:14]([C:16]([OH:18])=O)[C:13]1([CH3:20])[CH3:19])=[O:10])[C:2]1[CH:7]=[CH:6][CH:5]=[CH:4][CH:3]=1.[CH:21]1[CH:22]=CC2N(O)N=[N:27][C:25]=2[CH:26]=1.N1CCCC1.CCN(CC)CC. (9) The reactants are: Br[C:2]1[CH:11]=[C:10]2[C:5]([CH2:6][CH:7]([CH3:26])[N:8]([C:12]3[CH:17]=[C:16]([N:18]4[CH2:23][CH2:22][N:21]([CH3:24])[CH2:20][CH2:19]4)[N:15]=[C:14]([NH2:25])[N:13]=3)[CH2:9]2)=[CH:4][CH:3]=1.[CH3:27][CH:28]([CH2:31][N:32]1[CH:36]=[C:35](B2OC(C)(C)C(C)(C)O2)[CH:34]=[N:33]1)[C:29]#[N:30].C(=O)(O)[O-].[Na+].O1CCOCC1. Given the product [NH2:25][C:14]1[N:13]=[C:12]([N:8]2[CH:7]([CH3:26])[CH2:6][C:5]3[C:10](=[CH:11][C:2]([C:35]4[CH:34]=[N:33][N:32]([CH2:31][CH:28]([CH3:27])[C:29]#[N:30])[CH:36]=4)=[CH:3][CH:4]=3)[CH2:9]2)[CH:17]=[C:16]([N:18]2[CH2:23][CH2:22][N:21]([CH3:24])[CH2:20][CH2:19]2)[N:15]=1, predict the reactants needed to synthesize it. (10) Given the product [CH3:1][C:2]1[C:3]([N:8]([CH2:18][O:19][CH2:20][CH2:21][O:22][CH3:23])[S:9]([C:12]2[S:13][CH:14]=[CH:15][C:16]=2[C:25]2[CH:30]=[CH:29][C:28]([CH:31]=[O:32])=[CH:27][CH:26]=2)(=[O:11])=[O:10])=[N:4][O:5][C:6]=1[CH3:7], predict the reactants needed to synthesize it. The reactants are: [CH3:1][C:2]1[C:3]([N:8]([CH2:18][O:19][CH2:20][CH2:21][O:22][CH3:23])[S:9]([C:12]2[S:13][CH:14]=[CH:15][C:16]=2Br)(=[O:11])=[O:10])=[N:4][O:5][C:6]=1[CH3:7].B(O)(O)[C:25]1[CH:30]=[CH:29][C:28]([CH:31]=[O:32])=[CH:27][CH:26]=1.C(=O)([O-])[O-].[Na+].[Na+].C(OCC)(=O)C.